This data is from Catalyst prediction with 721,799 reactions and 888 catalyst types from USPTO. The task is: Predict which catalyst facilitates the given reaction. Reactant: [CH:1]1[C:6]([CH:7]=O)=[CH:5][C:4]2[O:9][CH2:10][O:11][C:3]=2[CH:2]=1.[CH3:12][C:13]([C:15]1[CH:20]=[C:19]([O:21][CH3:22])[C:18]([O:23][CH3:24])=[C:17]([O:25][CH3:26])[CH:16]=1)=[O:14].[OH-].[Na+]. Product: [CH2:10]1[O:11][C:3]2[CH:2]=[CH:1][C:6](/[CH:7]=[CH:12]/[C:13]([C:15]3[CH:16]=[C:17]([O:25][CH3:26])[C:18]([O:23][CH3:24])=[C:19]([O:21][CH3:22])[CH:20]=3)=[O:14])=[CH:5][C:4]=2[O:9]1. The catalyst class is: 5.